Dataset: Reaction yield outcomes from USPTO patents with 853,638 reactions. Task: Predict the reaction yield, written as a fraction of the theoretical maximum amount of product (1.0 means a 100% yield; for example, 0.34 means a 34% yield). The reactants are [CH2:1]([O:3][C:4]([C:6]1[NH:10][C:9]2[S:11][CH:12]=[CH:13][C:8]=2[CH:7]=1)=[O:5])[CH3:2].[Cl:14]N1C(=O)CCC1=O. The catalyst is C(O)(=O)C.C(Cl)(Cl)Cl. The product is [CH2:1]([O:3][C:4]([C:6]1[NH:10][C:9]2[S:11][C:12]([Cl:14])=[CH:13][C:8]=2[CH:7]=1)=[O:5])[CH3:2]. The yield is 0.480.